From a dataset of Forward reaction prediction with 1.9M reactions from USPTO patents (1976-2016). Predict the product of the given reaction. Given the reactants CN(C)S([N:6]1[CH:10]=[C:9]([CH2:11][N:12]([CH2:21][CH3:22])[C:13]2[N:18]=[C:17]([O:19][CH3:20])[CH:16]=[CH:15][N:14]=2)[N:8]=[CH:7]1)(=O)=O.[OH-].[Na+], predict the reaction product. The product is: [CH2:21]([N:12]([CH2:11][C:9]1[NH:8][CH:7]=[N:6][CH:10]=1)[C:13]1[N:18]=[C:17]([O:19][CH3:20])[CH:16]=[CH:15][N:14]=1)[CH3:22].